Dataset: Forward reaction prediction with 1.9M reactions from USPTO patents (1976-2016). Task: Predict the product of the given reaction. (1) Given the reactants [Cl:1][C:2]1[C:3]2[C:10]([C:11]([F:14])([F:13])[F:12])=[CH:9][N:8]([CH2:15][CH:16]3[CH2:21][CH2:20][N:19](C(OC(C)(C)C)=O)[CH2:18][CH2:17]3)[C:4]=2[N:5]=[CH:6][N:7]=1.C(O)(C(F)(F)F)=O, predict the reaction product. The product is: [Cl:1][C:2]1[C:3]2[C:10]([C:11]([F:12])([F:13])[F:14])=[CH:9][N:8]([CH2:15][CH:16]3[CH2:21][CH2:20][NH:19][CH2:18][CH2:17]3)[C:4]=2[N:5]=[CH:6][N:7]=1. (2) Given the reactants [Br:1][C:2]1[CH:25]=[CH:24][C:5]([NH:6][CH:7]=[C:8]([C:22]#[N:23])[C:9]([NH:11][C:12]2[CH:17]=[C:16]([O:18][CH3:19])[C:15]([Cl:20])=[CH:14][C:13]=2[Cl:21])=O)=[CH:4][C:3]=1[O:26][CH3:27].CO.P(Cl)(Cl)(Cl)=O, predict the reaction product. The product is: [Br:1][C:2]1[CH:25]=[C:24]2[C:5](=[CH:4][C:3]=1[O:26][CH3:27])[N:6]=[CH:7][C:8]([C:22]#[N:23])=[C:9]2[NH:11][C:12]1[CH:17]=[C:16]([O:18][CH3:19])[C:15]([Cl:20])=[CH:14][C:13]=1[Cl:21]. (3) Given the reactants [Cl:1][C:2]1[N:6]([CH2:7][C:8]2[N:9]=[C:10]3[S:17][C:16]([CH:18]=C)=[C:15]([C:20]([NH:22][CH2:23][CH3:24])=[O:21])[N:11]3[C:12](=[O:14])[CH:13]=2)[N:5]=[C:4]([C:25]([F:28])([F:27])[F:26])[CH:3]=1.C[N+]1([O-])CC[O:33]CC1.I([O-])(=O)(=O)=O.[Na+], predict the reaction product. The product is: [Cl:1][C:2]1[N:6]([CH2:7][C:8]2[N:9]=[C:10]3[S:17][C:16]([CH:18]=[O:33])=[C:15]([C:20]([NH:22][CH2:23][CH3:24])=[O:21])[N:11]3[C:12](=[O:14])[CH:13]=2)[N:5]=[C:4]([C:25]([F:26])([F:28])[F:27])[CH:3]=1. (4) Given the reactants [CH2:1]([S:8](C1(C2C3C(=NC=CC=3)NC=2)C2C(=CC=CC=2)C(Br)=CN1)(=[O:10])=[O:9])[C:2]1[CH:7]=[CH:6][CH:5]=[CH:4][CH:3]=1.[NH:31]1[C:39]2[C:34](=[CH:35][CH:36]=[CH:37][N:38]=2)[CH:33]=[CH:32]1.[Br:40][C:41]1[C:50]2[C:45](=[CH:46][CH:47]=[CH:48][CH:49]=2)[CH:44]=[N:43][CH:42]=1, predict the reaction product. The product is: [CH2:1]([S:8]([N:43]1[CH:42]=[C:41]([Br:40])[C:50]2[C:45](=[CH:46][CH:47]=[CH:48][CH:49]=2)[CH:44]1[C:33]1[C:34]2[C:39](=[N:38][CH:37]=[CH:36][CH:35]=2)[NH:31][CH:32]=1)(=[O:10])=[O:9])[C:2]1[CH:7]=[CH:6][CH:5]=[CH:4][CH:3]=1. (5) Given the reactants [OH-].[Na+].C([O:5][C:6](=[O:48])[CH:7]([CH2:13][CH2:14][CH2:15][O:16][C:17]1[CH:26]=[CH:25][C:24]2[C:19](=[CH:20][CH:21]=[C:22]([C:27]3[N:32]=[C:31]([O:33][CH2:34][C:35]4[CH:40]=[CH:39][CH:38]=[CH:37][C:36]=4[F:41])[CH:30]=[C:29]([C:42]4[CH:47]=[CH:46][CH:45]=[CH:44][CH:43]=4)[N:28]=3)[CH:23]=2)[CH:18]=1)[C:8]([O:10]CC)=[O:9])C, predict the reaction product. The product is: [F:41][C:36]1[CH:37]=[CH:38][CH:39]=[CH:40][C:35]=1[CH2:34][O:33][C:31]1[CH:30]=[C:29]([C:42]2[CH:47]=[CH:46][CH:45]=[CH:44][CH:43]=2)[N:28]=[C:27]([C:22]2[CH:23]=[C:24]3[C:19](=[CH:20][CH:21]=2)[CH:18]=[C:17]([O:16][CH2:15][CH2:14][CH2:13][CH:7]([C:6]([OH:48])=[O:5])[C:8]([OH:10])=[O:9])[CH:26]=[CH:25]3)[N:32]=1. (6) The product is: [Cl:17][C:13]1[CH:14]=[CH:15][CH:16]=[C:2]2[C:3]=1[C:4](=[O:5])[N:6]([C:7]1[CH:12]=[CH:11][CH:10]=[CH:9][CH:8]=1)[C:27]([C@@H:26]([NH:25][C:23](=[O:24])[O:22][C:18]([CH3:19])([CH3:21])[CH3:20])[CH2:37][CH3:38])=[N:1]2. Given the reactants [NH2:1][C:2]1[CH:16]=[CH:15][CH:14]=[C:13]([Cl:17])[C:3]=1[C:4]([NH:6][C:7]1[CH:12]=[CH:11][CH:10]=[CH:9][CH:8]=1)=[O:5].[C:18]([O:22][C:23]([NH:25][C@@H:26]([CH2:37][CH3:38])[C:27](ON1C(=O)CCC1=O)=O)=[O:24])([CH3:21])([CH3:20])[CH3:19].CN(C1C=CC=CN=1)C.C(N(C(C)C)CC)(C)C, predict the reaction product.